This data is from Forward reaction prediction with 1.9M reactions from USPTO patents (1976-2016). The task is: Predict the product of the given reaction. (1) Given the reactants [Cl:1][C:2]1[CH:9]=[C:8]([N:10]([CH2:16][C:17]2[CH:22]=[CH:21][CH:20]=[CH:19][C:18]=2[Cl:23])[C@H:11]2[CH2:15][CH2:14][NH:13][CH2:12]2)[CH:7]=[CH:6][C:3]=1[C:4]#[N:5].[F:24][C:25]1[CH:30]=[CH:29][CH:28]=[CH:27][C:26]=1[S:31](Cl)(=[O:33])=[O:32], predict the reaction product. The product is: [Cl:1][C:2]1[CH:9]=[C:8]([N:10]([CH2:16][C:17]2[CH:22]=[CH:21][CH:20]=[CH:19][C:18]=2[Cl:23])[C@H:11]2[CH2:15][CH2:14][N:13]([S:31]([C:26]3[CH:27]=[CH:28][CH:29]=[CH:30][C:25]=3[F:24])(=[O:33])=[O:32])[CH2:12]2)[CH:7]=[CH:6][C:3]=1[C:4]#[N:5]. (2) Given the reactants [OH:1][C:2]1[C:3]([N:8]2[C:17](=[O:18])[C:16]3[C:11](=[CH:12][C:13]([C:19](O)=[O:20])=[CH:14][CH:15]=3)[NH:10][C:9]2=[S:22])=[N:4][CH:5]=[CH:6][CH:7]=1.[Cl:23][C:24]1[CH:31]=[CH:30][C:27]([CH2:28][NH2:29])=[CH:26][CH:25]=1.CCN(C(C)C)C(C)C.CN(C(ON1N=NC2C=CC=NC1=2)=[N+](C)C)C.F[P-](F)(F)(F)(F)F, predict the reaction product. The product is: [Cl:23][C:24]1[CH:31]=[CH:30][C:27]([CH2:28][NH:29][C:19]([C:13]2[CH:12]=[C:11]3[C:16]([C:17](=[O:18])[N:8]([C:3]4[C:2]([OH:1])=[CH:7][CH:6]=[CH:5][N:4]=4)[C:9](=[S:22])[NH:10]3)=[CH:15][CH:14]=2)=[O:20])=[CH:26][CH:25]=1. (3) Given the reactants C([NH:9][C:10]1[N:18]=[CH:17][N:16]=[C:15]2[C:11]=1[N:12]=[CH:13][N:14]2[CH:19]1[CH:23]([O:24]C(=O)C)[CH:22]([O:28][CH2:29][C:30]2[CH:35]=[CH:34][CH:33]=[CH:32][CH:31]=2)[C:21]([C:38]([C:51]2[CH:56]=[CH:55][CH:54]=[CH:53][CH:52]=2)([C:45]2[CH:50]=[CH:49][CH:48]=[CH:47][CH:46]=2)[O:39][SiH2:40][C:41]([CH3:44])([CH3:43])[CH3:42])([CH:36]=[CH2:37])[O:20]1)(=O)C1C=CC=CC=1.N, predict the reaction product. The product is: [NH2:9][C:10]1[N:18]=[CH:17][N:16]=[C:15]2[C:11]=1[N:12]=[CH:13][N:14]2[CH:19]1[CH:23]([OH:24])[CH:22]([O:28][CH2:29][C:30]2[CH:31]=[CH:32][CH:33]=[CH:34][CH:35]=2)[C:21]([C:38]([C:51]2[CH:56]=[CH:55][CH:54]=[CH:53][CH:52]=2)([C:45]2[CH:46]=[CH:47][CH:48]=[CH:49][CH:50]=2)[O:39][SiH2:40][C:41]([CH3:42])([CH3:43])[CH3:44])([CH:36]=[CH2:37])[O:20]1. (4) The product is: [CH3:9][O:8][C:5]1[CH:6]=[CH:7][C:2]([N:13]2[CH2:18][CH2:17][O:16][CH2:15][CH2:14]2)=[CH:3][C:4]=1[N+:10]([O-:12])=[O:11]. Given the reactants Br[C:2]1[CH:7]=[CH:6][C:5]([O:8][CH3:9])=[C:4]([N+:10]([O-:12])=[O:11])[CH:3]=1.[NH:13]1[CH2:18][CH2:17][O:16][CH2:15][CH2:14]1.C(=O)([O-])[O-].[Cs+].[Cs+].CC1(C)C2C=CC=C(P(C3C=CC=CC=3)C3C=CC=CC=3)C=2OC2C1=CC=CC=2P(C1C=CC=CC=1)C1C=CC=CC=1, predict the reaction product.